Dataset: Reaction yield outcomes from USPTO patents with 853,638 reactions. Task: Predict the reaction yield, written as a fraction of the theoretical maximum amount of product (1.0 means a 100% yield; for example, 0.34 means a 34% yield). (1) The reactants are [OH:1][C:2]1[CH:3]=[C:4]([C:8](=[O:10])[CH3:9])[CH:5]=[CH:6][CH:7]=1.C(=O)([O-])[O-].[K+].[K+].[CH3:17][CH:18](I)[CH3:19]. The catalyst is CC(C)=O. The product is [CH3:17][CH:18]([O:1][C:2]1[CH:3]=[C:4]([C:8](=[O:10])[CH3:9])[CH:5]=[CH:6][CH:7]=1)[CH3:19]. The yield is 0.940. (2) The reactants are [CH3:1][O:2][C:3](=[O:47])[C:4]1[CH:9]=[CH:8][C:7]([O:10][CH2:11][CH2:12][C:13]2[C:21]3[C:16](=[CH:17][CH:18]=[C:19]([Cl:22])[CH:20]=3)[N:15]([CH:23]([C:30]3[CH:35]=[CH:34][CH:33]=[CH:32][CH:31]=3)[C:24]3[CH:29]=[CH:28][CH:27]=[CH:26][CH:25]=3)[C:14]=2[CH2:36][CH2:37]OS(C)(=O)=O)=[CH:6][C:5]=1[O:43][CH:44]([CH3:46])[CH3:45].[N-:48]=[N+:49]=[N-:50].[Na+].O. The catalyst is CN(C=O)C. The product is [CH3:1][O:2][C:3](=[O:47])[C:4]1[CH:9]=[CH:8][C:7]([O:10][CH2:11][CH2:12][C:13]2[C:21]3[C:16](=[CH:17][CH:18]=[C:19]([Cl:22])[CH:20]=3)[N:15]([CH:23]([C:30]3[CH:31]=[CH:32][CH:33]=[CH:34][CH:35]=3)[C:24]3[CH:25]=[CH:26][CH:27]=[CH:28][CH:29]=3)[C:14]=2[CH2:36][CH2:37][N:48]=[N+:49]=[N-:50])=[CH:6][C:5]=1[O:43][CH:44]([CH3:46])[CH3:45]. The yield is 0.940.